From a dataset of Catalyst prediction with 721,799 reactions and 888 catalyst types from USPTO. Predict which catalyst facilitates the given reaction. Reactant: F[C:2](F)(F)[C:3](O)=[O:4].[Cl:8][C:9]1[CH:10]=[C:11]2[C:15](=[CH:16][CH:17]=1)[C:14](=[O:18])[N:13]([C:19]1[CH:20]=[N:21][CH:22]=[C:23]([O:25][CH:26]3[CH2:30][CH2:29][NH:28][CH2:27]3)[CH:24]=1)[C:12]2([CH3:32])[CH3:31].CCN(CC)CC.C(Cl)(=O)C. Product: [C:3]([N:28]1[CH2:29][CH2:30][CH:26]([O:25][C:23]2[CH:24]=[C:19]([N:13]3[C:12]([CH3:32])([CH3:31])[C:11]4[C:15](=[CH:16][CH:17]=[C:9]([Cl:8])[CH:10]=4)[C:14]3=[O:18])[CH:20]=[N:21][CH:22]=2)[CH2:27]1)(=[O:4])[CH3:2]. The catalyst class is: 6.